From a dataset of Forward reaction prediction with 1.9M reactions from USPTO patents (1976-2016). Predict the product of the given reaction. (1) Given the reactants [CH:1]([O:14][C:15]1[CH:27]=[CH:26][C:25]([N+:28]([O-])=O)=[CH:24][C:16]=1[C:17]([NH:19][C:20]([CH3:23])([CH3:22])[CH3:21])=[O:18])([C:8]1[CH:13]=[CH:12][CH:11]=[CH:10][CH:9]=1)[C:2]1[CH:7]=[CH:6][CH:5]=[CH:4][CH:3]=1, predict the reaction product. The product is: [NH2:28][C:25]1[CH:26]=[CH:27][C:15]([O:14][CH:1]([C:8]2[CH:9]=[CH:10][CH:11]=[CH:12][CH:13]=2)[C:2]2[CH:3]=[CH:4][CH:5]=[CH:6][CH:7]=2)=[C:16]([CH:24]=1)[C:17]([NH:19][C:20]([CH3:21])([CH3:22])[CH3:23])=[O:18]. (2) Given the reactants [F:1][C:2]1[CH:3]=[N:4][CH:5]=[C:6]([C:10]2[CH:11]=[C:12]3[C:16](=[CH:17][CH:18]=2)[C:15](=[O:19])[O:14][CH2:13]3)[C:7]=1[CH:8]=[O:9].[BH4-].[Na+], predict the reaction product. The product is: [F:1][C:2]1[C:7]([CH2:8][OH:9])=[C:6]([C:10]2[CH:11]=[C:12]3[C:16](=[CH:17][CH:18]=2)[C:15](=[O:19])[O:14][CH2:13]3)[CH:5]=[N:4][CH:3]=1. (3) Given the reactants Cl[C:2]1[N:7]=[C:6]([C:8]([N:10]2[CH2:15][CH2:14][CH:13]([N:16]3[CH2:20][CH2:19][CH2:18][CH2:17]3)[CH2:12][CH2:11]2)=[O:9])[C:5]([CH3:21])=[CH:4][C:3]=1[C:22]1[CH:27]=[CH:26][CH:25]=[C:24]([C:28]([F:31])([F:30])[F:29])[CH:23]=1.[CH3:32][O-:33].[Na+], predict the reaction product. The product is: [CH3:32][O:33][C:2]1[N:7]=[C:6]([C:8]([N:10]2[CH2:15][CH2:14][CH:13]([N:16]3[CH2:20][CH2:19][CH2:18][CH2:17]3)[CH2:12][CH2:11]2)=[O:9])[C:5]([CH3:21])=[CH:4][C:3]=1[C:22]1[CH:27]=[CH:26][CH:25]=[C:24]([C:28]([F:31])([F:30])[F:29])[CH:23]=1. (4) Given the reactants [CH:1]([NH:14][C:15]1[N:23]=[C:22]([Cl:24])[N:21]=[C:20]2[C:16]=1[N:17]=[CH:18][NH:19]2)([C:8]1[CH:13]=[CH:12][CH:11]=[CH:10][CH:9]=1)[C:2]1[CH:7]=[CH:6][CH:5]=[CH:4][CH:3]=1.[O:25]1[CH:30]=[CH:29][CH2:28][CH2:27][CH2:26]1.C(=O)(O)[O-].[Na+], predict the reaction product. The product is: [CH:1]([NH:14][C:15]1[N:23]=[C:22]([Cl:24])[N:21]=[C:20]2[C:16]=1[N:17]=[CH:18][N:19]2[CH:26]1[CH2:27][CH2:28][CH2:29][CH2:30][O:25]1)([C:8]1[CH:9]=[CH:10][CH:11]=[CH:12][CH:13]=1)[C:2]1[CH:3]=[CH:4][CH:5]=[CH:6][CH:7]=1. (5) Given the reactants [Cl:1][C:2]1[CH:7]=[CH:6][CH:5]=[C:4]([Cl:8])[C:3]=1[N:9]1[C:13]([CH2:14][O:15][C:16]2[CH:21]=[CH:20][C:19]([C:22]3[CH:27]=[CH:26][C:25]([C:28]#[N:29])=[CH:24][CH:23]=3)=[CH:18][CH:17]=2)=[C:12]([CH:30]([CH3:32])[CH3:31])[N:11]=[N:10]1.C(=O)([O-])[O-:34].[K+].[K+].OO, predict the reaction product. The product is: [Cl:1][C:2]1[CH:7]=[CH:6][CH:5]=[C:4]([Cl:8])[C:3]=1[N:9]1[C:13]([CH2:14][O:15][C:16]2[CH:21]=[CH:20][C:19]([C:22]3[CH:27]=[CH:26][C:25]([C:28]([NH2:29])=[O:34])=[CH:24][CH:23]=3)=[CH:18][CH:17]=2)=[C:12]([CH:30]([CH3:32])[CH3:31])[N:11]=[N:10]1.